This data is from Full USPTO retrosynthesis dataset with 1.9M reactions from patents (1976-2016). The task is: Predict the reactants needed to synthesize the given product. (1) Given the product [CH2:7]([C:8]1[N:18]([C:13]2[CH:14]=[CH:15][CH:16]=[CH:17][N:12]=2)[C:19](=[S:20])[NH:11][N:10]=1)[C:1]1[CH:6]=[CH:5][CH:4]=[CH:3][CH:2]=1, predict the reactants needed to synthesize it. The reactants are: [C:1]1([CH2:7][C:8]([NH:10][NH2:11])=O)[CH:6]=[CH:5][CH:4]=[CH:3][CH:2]=1.[N:12]1[CH:17]=[CH:16][CH:15]=[CH:14][C:13]=1[N:18]=[C:19]=[S:20]. (2) Given the product [CH3:19][S:20]([O:18][CH2:17][C:16]#[C:15][C:3]1[CH:4]=[CH:5][C:6]2[N:7]([CH2:11][CH:12]3[CH2:14][CH2:13]3)[N:8]=[N:9][C:10]=2[C:2]=1[Cl:1])(=[O:22])=[O:21], predict the reactants needed to synthesize it. The reactants are: [Cl:1][C:2]1[C:10]2[N:9]=[N:8][N:7]([CH2:11][CH:12]3[CH2:14][CH2:13]3)[C:6]=2[CH:5]=[CH:4][C:3]=1[C:15]#[C:16][CH2:17][OH:18].[CH3:19][S:20](Cl)(=[O:22])=[O:21].C(N(C(C)C)CC)(C)C. (3) Given the product [C:1]([N:5]1[C:9]([C:10]2[CH:15]=[CH:14][C:13]([O:16][CH3:17])=[CH:12][CH:11]=2)=[CH:8][C:7]([CH2:18][CH2:19][CH2:20][N:31]2[CH2:32][CH2:33][N:28]([C:22]3[CH:27]=[CH:26][CH:25]=[CH:24][CH:23]=3)[CH2:29][CH2:30]2)=[N:6]1)([CH3:3])([CH3:2])[CH3:4], predict the reactants needed to synthesize it. The reactants are: [C:1]([N:5]1[C:9]([C:10]2[CH:15]=[CH:14][C:13]([O:16][CH3:17])=[CH:12][CH:11]=2)=[CH:8][C:7]([CH2:18][CH2:19][CH:20]=O)=[N:6]1)([CH3:4])([CH3:3])[CH3:2].[C:22]1([N:28]2[CH2:33][CH2:32][NH:31][CH2:30][CH2:29]2)[CH:27]=[CH:26][CH:25]=[CH:24][CH:23]=1.CCN(C(C)C)C(C)C.[BH-](OC(C)=O)(OC(C)=O)OC(C)=O.[Na+]. (4) Given the product [Cl:25][C:26]1[C:27]([O:18][CH2:17][C@@H:16]2[CH2:15][C@@H:14]3[C@@H:12]([CH2:13]3)[CH2:11][N:10]2[C:8]([C:6]2[C:5]([C:19]3[N:24]=[CH:23][CH:22]=[CH:21][N:20]=3)=[CH:4][CH:3]=[C:2]([CH3:1])[N:7]=2)=[O:9])=[N:28][CH:29]=[CH:30][CH:31]=1, predict the reactants needed to synthesize it. The reactants are: [CH3:1][C:2]1[N:7]=[C:6]([C:8]([N:10]2[C@H:16]([CH2:17][OH:18])[CH2:15][C@@H:14]3[C@@H:12]([CH2:13]3)[CH2:11]2)=[O:9])[C:5]([C:19]2[N:24]=[CH:23][CH:22]=[CH:21][N:20]=2)=[CH:4][CH:3]=1.[Cl:25][C:26]1[C:27](=O)[NH:28][CH:29]=[CH:30][CH:31]=1. (5) The reactants are: Br[CH2:2][C:3]1[C:4]([F:23])=[C:5]([O:10][C:11]2[CH:12]=[C:13]([CH:16]=[C:17]([C:19]([F:22])([F:21])[F:20])[CH:18]=2)[C:14]#[N:15])[C:6]([Cl:9])=[CH:7][CH:8]=1.[NH3:24]. Given the product [NH2:24][CH2:2][C:3]1[C:4]([F:23])=[C:5]([O:10][C:11]2[CH:12]=[C:13]([CH:16]=[C:17]([C:19]([F:22])([F:21])[F:20])[CH:18]=2)[C:14]#[N:15])[C:6]([Cl:9])=[CH:7][CH:8]=1, predict the reactants needed to synthesize it.